Dataset: Tox21: 12 toxicity assays (nuclear receptors and stress response pathways). Task: Binary classification across 12 toxicity assays. The molecule is COc1ccc(C(c2ccc(OC)cc2)C(Cl)(Cl)Cl)cc1. It tested positive (active) for: NR-ER (Estrogen Receptor agonist activity), and SR-MMP (Mitochondrial Membrane Potential disruption).